This data is from Forward reaction prediction with 1.9M reactions from USPTO patents (1976-2016). The task is: Predict the product of the given reaction. (1) Given the reactants [C:1]([NH:5][C:6]([C:8]1[C:16]2[C:11](=[N:12][CH:13]=[C:14]([NH:17][C:18]3[CH:23]=[CH:22][C:21]([CH:24]=[C:25]([C:31]#[N:32])[C:26]([N:28]([CH3:30])[CH3:29])=[O:27])=[CH:20][CH:19]=3)[N:15]=2)[N:10](COCC[Si](C)(C)C)[CH:9]=1)=[O:7])([CH3:4])([CH3:3])[CH3:2].C(O)(C(F)(F)F)=O.C(=O)(O)[O-].[Na+], predict the reaction product. The product is: [C:1]([NH:5][C:6]([C:8]1[C:16]2[C:11](=[N:12][CH:13]=[C:14]([NH:17][C:18]3[CH:23]=[CH:22][C:21]([CH:24]=[C:25]([C:31]#[N:32])[C:26]([N:28]([CH3:29])[CH3:30])=[O:27])=[CH:20][CH:19]=3)[N:15]=2)[NH:10][CH:9]=1)=[O:7])([CH3:2])([CH3:4])[CH3:3]. (2) Given the reactants [NH2:1][C:2]1[CH:3]=[C:4]([CH:18]=[C:19]([C:21]#[CH:22])[CH:20]=1)[C:5]([NH:7][CH2:8][CH2:9][O:10][CH2:11][CH2:12][O:13][CH2:14][CH2:15][O:16][CH3:17])=[O:6].Cl[C:24]1[N:29]=[C:28]([O:30][C:31]2[C:40]3[C:35](=[CH:36][CH:37]=[CH:38][CH:39]=3)[C:34]([NH:41][C:42](=[O:48])[O:43][C:44]([CH3:47])([CH3:46])[CH3:45])=[CH:33][CH:32]=2)[CH:27]=[CH:26][N:25]=1.CC1C=CC(S(O)(=O)=O)=CC=1.O.ClC1N=CC=CN=1, predict the reaction product. The product is: [C:21]([C:19]1[CH:20]=[C:2]([NH:1][C:24]2[N:29]=[C:28]([O:30][C:31]3[C:40]4[C:35](=[CH:36][CH:37]=[CH:38][CH:39]=4)[C:34]([NH:41][C:42](=[O:48])[O:43][C:44]([CH3:46])([CH3:45])[CH3:47])=[CH:33][CH:32]=3)[CH:27]=[CH:26][N:25]=2)[CH:3]=[C:4]([C:5](=[O:6])[NH:7][CH2:8][CH2:9][O:10][CH2:11][CH2:12][O:13][CH2:14][CH2:15][O:16][CH3:17])[CH:18]=1)#[CH:22]. (3) Given the reactants [CH3:1][O:2][C:3]1[CH:4]=[C:5]2[C:10](=[CH:11][C:12]=1[O:13][CH3:14])[N:9]=[CH:8][N:7]=[C:6]2[O:15][C:16]1[CH:22]=[CH:21][C:19]([NH2:20])=[CH:18][CH:17]=1.Cl[C:24](Cl)([O:26][C:27](=[O:33])OC(Cl)(Cl)Cl)Cl.[C:35]([C:39]1C=[CH:43][CH:42]=[CH:41][C:40]=1O)([CH3:38])([CH3:37])[CH3:36].C(=O)(O)[O-].[Na+], predict the reaction product. The product is: [CH3:1][O:2][C:3]1[CH:4]=[C:5]2[C:10](=[CH:11][C:12]=1[O:13][CH3:14])[N:9]=[CH:8][N:7]=[C:6]2[O:15][C:16]1[CH:22]=[CH:21][C:19]([NH:20][C:27](=[O:33])[O:26][C:24]2[CH:43]=[CH:42][CH:41]=[CH:40][C:39]=2[C:35]([CH3:38])([CH3:37])[CH3:36])=[CH:18][CH:17]=1. (4) Given the reactants [F:1][C:2]1[CH:21]=[CH:20][C:5]([CH2:6][NH:7][C:8]([C:10]2[S:14][C:13]3[CH:15]=[CH:16][CH:17]=[CH:18][C:12]=3[C:11]=2[Br:19])=[O:9])=[CH:4][CH:3]=1.[H-].[Na+].[CH2:24](Br)[CH:25]=[CH2:26], predict the reaction product. The product is: [Br:19][C:11]1[C:12]2[CH:18]=[CH:17][CH:16]=[CH:15][C:13]=2[S:14][C:10]=1[C:8]([N:7]([CH2:6][C:5]1[CH:20]=[CH:21][C:2]([F:1])=[CH:3][CH:4]=1)[CH2:26][CH:25]=[CH2:24])=[O:9]. (5) Given the reactants Cl[C:2](=[O:13])[CH2:3][CH2:4][CH2:5][CH2:6][CH2:7][CH2:8][C:9]([O:11][CH3:12])=[O:10].[N+:14]([C:17]1[CH:22]=[CH:21][C:20]([C:23]2[CH:28]=[CH:27][CH:26]=[CH:25][CH:24]=2)=[CH:19][C:18]=1[NH2:29])([O-:16])=[O:15].C(N(CC)CC)C, predict the reaction product. The product is: [N+:14]([C:17]1[CH:22]=[CH:21][C:20]([C:23]2[CH:28]=[CH:27][CH:26]=[CH:25][CH:24]=2)=[CH:19][C:18]=1[NH:29][C:2](=[O:13])[CH2:3][CH2:4][CH2:5][CH2:6][CH2:7][CH2:8][C:9]([O:11][CH3:12])=[O:10])([O-:16])=[O:15].